Predict the product of the given reaction. From a dataset of Forward reaction prediction with 1.9M reactions from USPTO patents (1976-2016). Given the reactants [C-:1]#[N:2].C([Al+]CC)C.[CH3:8][CH:9]([CH2:11][CH2:12][CH2:13][C@H:14]([C@@H:16]1[C@:33]2([CH3:34])[C@H:19]([C:20]3[CH2:21][CH2:22][C:23]4[C@:28]([C:30]=3[CH2:31][CH2:32]2)([CH3:29])[CH2:27][CH2:26][C:25](=[O:35])[CH:24]=4)[CH2:18][CH2:17]1)[CH3:15])[CH3:10].[OH-].[Na+], predict the reaction product. The product is: [C:1]([C@@:23]12[CH2:24][C:25](=[O:35])[CH2:26][CH2:27][C@:28]1([CH3:29])[C:30]1[CH2:31][CH2:32][C@@:33]3([CH3:34])[C@@H:19]([CH2:18][CH2:17][C@@H:16]3[C@H:14]([CH3:15])[CH2:13][CH2:12][CH2:11][CH:9]([CH3:8])[CH3:10])[C:20]=1[CH2:21][CH2:22]2)#[N:2].[C:1]([C@:23]12[CH2:24][C:25](=[O:35])[CH2:26][CH2:27][C@:28]1([CH3:29])[C:30]1[CH2:31][CH2:32][C@@:33]3([CH3:34])[C@@H:19]([CH2:18][CH2:17][C@@H:16]3[C@H:14]([CH3:15])[CH2:13][CH2:12][CH2:11][CH:9]([CH3:8])[CH3:10])[C:20]=1[CH2:21][CH2:22]2)#[N:2].